Dataset: Catalyst prediction with 721,799 reactions and 888 catalyst types from USPTO. Task: Predict which catalyst facilitates the given reaction. (1) Reactant: [C:1]([O:4][CH2:5][CH3:6])(=[O:3])[CH3:2].[CH3:7]CCCCCC.CC(OC[C:19]1[C:32]2[C:27](=CC=CC=2)[C:26](COC(C)=O)=[C:25]2[C:20]=1[CH:21]=[CH:22][CH:23]=C2)=O. Product: [CH3:7][C@@H:2]([CH2:23][CH2:22][CH2:21][C:20]1[CH:25]=[CH:26][CH:27]=[CH:32][CH:19]=1)[C:1]([O:4][CH2:5][CH3:6])=[O:3]. The catalyst class is: 22. (2) Reactant: Br[C:2]1[CH:3]=[C:4]2[C:10]([CH3:11])=[N:9][NH:8][C:5]2=[N:6][CH:7]=1.O1CCOCC1.[C:18](=O)([O-:20])[O-:19].[Na+].[Na+]. Product: [CH3:11][C:10]1[C:4]2[C:5](=[N:6][CH:7]=[C:2]([C:18]([OH:20])=[O:19])[CH:3]=2)[NH:8][N:9]=1. The catalyst class is: 238. (3) Reactant: [OH:1][C:2]1[CH:10]=[CH:9][CH:8]=[C:7]2[C:3]=1[CH:4]=[CH:5][NH:6]2.C1C=CC(P(C2C=CC=CC=2)C2C=CC=CC=2)=CC=1.[Cl:30][CH2:31][CH2:32]O.CCOC(/N=N/C(OCC)=O)=O. Product: [Cl:30][CH2:31][CH2:32][O:1][C:2]1[CH:10]=[CH:9][CH:8]=[C:7]2[C:3]=1[CH:4]=[CH:5][NH:6]2. The catalyst class is: 1. (4) Reactant: [NH2:1][CH2:2][CH2:3][NH:4][C:5](=[O:28])[CH2:6][C:7]1[C:15]2[C:10](=[CH:11][CH:12]=[C:13]([O:16][CH3:17])[CH:14]=2)[N:9]([C:18](=[O:26])[C:19]2[CH:24]=[CH:23][C:22]([Cl:25])=[CH:21][CH:20]=2)[C:8]=1[CH3:27].CCN=C=NCCCN(C)C.CCN(C(C)C)C(C)C.[CH:49]1[C:54]([C:55](O)=[O:56])=[CH:53][CH:52]=[C:51]([I:58])[CH:50]=1.C1C=CC2N(O)N=NC=2C=1. Product: [Cl:25][C:22]1[CH:21]=[CH:20][C:19]([C:18]([N:9]2[C:10]3[C:15](=[CH:14][C:13]([O:16][CH3:17])=[CH:12][CH:11]=3)[C:7]([CH2:6][C:5]([NH:4][CH2:3][CH2:2][NH:1][C:55](=[O:56])[C:54]3[CH:53]=[CH:52][C:51]([I:58])=[CH:50][CH:49]=3)=[O:28])=[C:8]2[CH3:27])=[O:26])=[CH:24][CH:23]=1. The catalyst class is: 3.